Dataset: Forward reaction prediction with 1.9M reactions from USPTO patents (1976-2016). Task: Predict the product of the given reaction. Given the reactants C(OC(=O)C(OCC)C[C:7]1[CH:12]=[CH:11][C:10]([O:13][CH:14]([C:16]2[S:20][C:19]([C:21]3[CH:26]=[CH:25][C:24]([C:27]([F:30])([F:29])[F:28])=[CH:23][CH:22]=3)=[N:18][C:17]=2[CH3:31])[CH3:15])=[CH:9][C:8]=1[CH3:32])C.[Li+].[OH-:38], predict the reaction product. The product is: [CH3:32][C:8]1[CH:9]=[C:10]([O:13][CH:14]([C:16]2[S:20][C:19]([C:21]3[CH:22]=[CH:23][C:24]([C:27]([F:30])([F:29])[F:28])=[CH:25][CH:26]=3)=[N:18][C:17]=2[CH3:31])[CH3:15])[CH:11]=[CH:12][C:7]=1[CH:9]([CH3:8])[C:10]([OH:13])=[O:38].